Task: Predict the reaction yield, written as a fraction of the theoretical maximum amount of product (1.0 means a 100% yield; for example, 0.34 means a 34% yield).. Dataset: Reaction yield outcomes from USPTO patents with 853,638 reactions The reactants are [Br:1][C:2]1[CH:7]=[CH:6][C:5]([F:8])=[CH:4][C:3]=1[N:9]1[CH:13]=[C:12]([Si](C)(C)C)[N:11]=[N:10]1.[F-].C([N+](CCCC)(CCCC)CCCC)CCC. The catalyst is O1CCCC1. The product is [Br:1][C:2]1[CH:7]=[CH:6][C:5]([F:8])=[CH:4][C:3]=1[N:9]1[CH:13]=[CH:12][N:11]=[N:10]1. The yield is 0.580.